From a dataset of Merck oncology drug combination screen with 23,052 pairs across 39 cell lines. Regression. Given two drug SMILES strings and cell line genomic features, predict the synergy score measuring deviation from expected non-interaction effect. (1) Cell line: VCAP. Synergy scores: synergy=31.5. Drug 2: C#Cc1cccc(Nc2ncnc3cc(OCCOC)c(OCCOC)cc23)c1. Drug 1: N.N.O=C(O)C1(C(=O)O)CCC1.[Pt]. (2) Drug 1: CCC1=CC2CN(C1)Cc1c([nH]c3ccccc13)C(C(=O)OC)(c1cc3c(cc1OC)N(C)C1C(O)(C(=O)OC)C(OC(C)=O)C4(CC)C=CCN5CCC31C54)C2. Drug 2: Cn1nnc2c(C(N)=O)ncn2c1=O. Cell line: SKMES1. Synergy scores: synergy=11.6. (3) Drug 1: CCC1(O)C(=O)OCc2c1cc1n(c2=O)Cc2cc3c(CN(C)C)c(O)ccc3nc2-1. Drug 2: Cn1cc(-c2cnn3c(N)c(Br)c(C4CCCNC4)nc23)cn1. Cell line: NCIH2122. Synergy scores: synergy=0.0328. (4) Drug 1: CS(=O)(=O)CCNCc1ccc(-c2ccc3ncnc(Nc4ccc(OCc5cccc(F)c5)c(Cl)c4)c3c2)o1. Drug 2: COC1=C2CC(C)CC(OC)C(O)C(C)C=C(C)C(OC(N)=O)C(OC)C=CC=C(C)C(=O)NC(=CC1=O)C2=O. Cell line: HCT116. Synergy scores: synergy=21.2. (5) Drug 1: NC(=O)c1cccc2cn(-c3ccc(C4CCCNC4)cc3)nc12. Drug 2: CCc1cnn2c(NCc3ccc[n+]([O-])c3)cc(N3CCCCC3CCO)nc12. Cell line: HCT116. Synergy scores: synergy=-8.47.